From a dataset of Forward reaction prediction with 1.9M reactions from USPTO patents (1976-2016). Predict the product of the given reaction. (1) Given the reactants [OH:1][C:2]12[CH2:9][CH2:8][C:5]([C:10]3[NH:18][C:17]4[C:16](=[O:19])[N:15]([CH2:20][CH2:21][CH3:22])[C:14](=[O:23])[N:13]([CH2:24][CH2:25][CH3:26])[C:12]=4[N:11]=3)([CH2:6][CH2:7]1)[CH2:4][CH2:3]2.S(OS(C(F)(F)F)(=O)=O)(C(F)(F)F)(=O)=O.[O-]S(C(F)(F)F)(=O)=O.[C:50]1(O)[CH:55]=[CH:54][CH:53]=[CH:52][CH:51]=1, predict the reaction product. The product is: [O:1]([C:2]12[CH2:9][CH2:8][C:5]([C:10]3[NH:18][C:17]4[C:16](=[O:19])[N:15]([CH2:20][CH2:21][CH3:22])[C:14](=[O:23])[N:13]([CH2:24][CH2:25][CH3:26])[C:12]=4[N:11]=3)([CH2:6][CH2:7]1)[CH2:4][CH2:3]2)[C:50]1[CH:55]=[CH:54][CH:53]=[CH:52][CH:51]=1. (2) Given the reactants [CH3:1][N:2]1[CH2:7][CH2:6][N:5]([CH2:8][C:9]2[CH:14]=[CH:13][C:12]([N:15]3[CH:19]=[C:18]([NH2:20])[C:17]([C:21]([NH2:23])=O)=[N:16]3)=[CH:11][CH:10]=2)[CH2:4][CH2:3]1.Cl[C:25]1[C:26]2[CH:33]=[CH:32][S:31][C:27]=2[N:28]=[CH:29][N:30]=1.C(O)(=[O:36])C.[OH-].[Na+], predict the reaction product. The product is: [N:28]1[C:27]2[S:31][CH:32]=[CH:33][C:26]=2[C:25]([NH:16][C:17]2[C:18]([C:19]([NH:15][C:12]3[CH:13]=[CH:14][C:9]([CH2:8][N:5]4[CH2:6][CH2:7][N:2]([CH3:1])[CH2:3][CH2:4]4)=[CH:10][CH:11]=3)=[O:36])=[N:20][NH:23][CH:21]=2)=[N:30][CH:29]=1. (3) Given the reactants Cl[C:2]1C(F)=C(NC2C3C(=CC(OC)=C(CN(C)[C@H](C(N)=O)CCOC)C=3)N=CN=2)C=CC=1.[C:33]([O:37][C:38]([NH:40][C@H:41]([C:46]([OH:48])=[O:47])[CH2:42][CH2:43][O:44][CH3:45])=[O:39])([CH3:36])([CH3:35])[CH3:34].C(OC(N[C@H](C(O)=O)COC)=O)(C)(C)C, predict the reaction product. The product is: [C:33]([O:37][C:38]([N:40]([CH3:2])[C@H:41]([C:46]([OH:48])=[O:47])[CH2:42][CH2:43][O:44][CH3:45])=[O:39])([CH3:36])([CH3:34])[CH3:35]. (4) Given the reactants [Cl:1][C:2]1[CH:9]=[CH:8][C:5]([CH:6]=O)=[CH:4][C:3]=1[N+:10]([O-:12])=[O:11].[NH2:13][C:14]1[CH:23]=[CH:22][C:17]([C:18]([O:20][CH3:21])=[O:19])=[CH:16][CH:15]=1, predict the reaction product. The product is: [Cl:1][C:2]1[CH:9]=[CH:8][C:5](/[CH:6]=[N:13]/[C:14]2[CH:15]=[CH:16][C:17]([C:18]([O:20][CH3:21])=[O:19])=[CH:22][CH:23]=2)=[CH:4][C:3]=1[N+:10]([O-:12])=[O:11].